This data is from Reaction yield outcomes from USPTO patents with 853,638 reactions. The task is: Predict the reaction yield, written as a fraction of the theoretical maximum amount of product (1.0 means a 100% yield; for example, 0.34 means a 34% yield). (1) The reactants are N1C=CC=CC=1.[C:7]1([S:13]([N:16]2[C:20]3[CH:21]=[N:22][C:23]([C:26]#[N:27])=[C:24]([OH:25])[C:19]=3[C:18]3[CH:28]=[C:29]([Br:32])[CH:30]=[N:31][C:17]2=3)(=[O:15])=[O:14])[CH:12]=[CH:11][CH:10]=[CH:9][CH:8]=1.[F:33][C:34]([F:65])([F:64])[C:35]([F:63])([F:62])[C:36]([F:61])([F:60])[C:37]([F:59])([F:58])[S:38](O[S:38]([C:37]([F:59])([F:58])[C:36]([F:60])([F:61])[C:35]([F:62])([F:63])[C:34]([F:33])([F:64])[F:65])(=[O:39])=[O:40])(=[O:40])=[O:39].Cl. The catalyst is C(Cl)Cl. The product is [C:7]1([S:13]([N:16]2[C:20]3[CH:21]=[N:22][C:23]([C:26]#[N:27])=[C:24]([O:25][S:38]([C:37]([F:58])([F:59])[C:36]([F:60])([F:61])[C:35]([F:62])([F:63])[C:34]([F:65])([F:64])[F:33])(=[O:40])=[O:39])[C:19]=3[C:18]3[CH:28]=[C:29]([Br:32])[CH:30]=[N:31][C:17]2=3)(=[O:14])=[O:15])[CH:8]=[CH:9][CH:10]=[CH:11][CH:12]=1. The yield is 0.800. (2) The reactants are [Cl:1][C:2]1[C:11]2[CH:10]=[CH:9][CH:8]=[C:7]([NH2:12])[C:6]=2[CH:5]=[CH:4][N:3]=1.[Br:13][C:14]1[CH:19]=[CH:18][C:17]([CH2:20][N:21]=[C:22]=[O:23])=[CH:16][CH:15]=1. The catalyst is C1(C)C=CC=CC=1. The product is [Br:13][C:14]1[CH:15]=[CH:16][C:17]([CH2:20][NH:21][C:22]([NH:12][C:7]2[CH:8]=[CH:9][CH:10]=[C:11]3[C:6]=2[CH:5]=[CH:4][N:3]=[C:2]3[Cl:1])=[O:23])=[CH:18][CH:19]=1. The yield is 0.630. (3) The reactants are [Al+3].[Cl-].[Cl-].[Cl-].C[O:6][C:7]1[CH:12]=[CH:11][C:10]([C:13]([C:15]2[CH:24]=[CH:23][C:18]([C:19]([O:21][CH3:22])=[O:20])=[CH:17][CH:16]=2)=[O:14])=[CH:9][CH:8]=1. The catalyst is C1(C)C=CC=CC=1. The product is [OH:6][C:7]1[CH:8]=[CH:9][C:10]([C:13]([C:15]2[CH:16]=[CH:17][C:18]([C:19]([O:21][CH3:22])=[O:20])=[CH:23][CH:24]=2)=[O:14])=[CH:11][CH:12]=1. The yield is 0.930. (4) The reactants are C(=O)(OC)[O:2][C:3]1[CH:8]=[CH:7][C:6]([F:9])=[C:5]([NH:10][C:11]([C:13]2[N:17]([CH3:18])[N:16]=[C:15]([CH3:19])[CH:14]=2)=[O:12])[CH:4]=1.[OH-].[Na+].Cl. The catalyst is CO. The product is [F:9][C:6]1[CH:7]=[CH:8][C:3]([OH:2])=[CH:4][C:5]=1[NH:10][C:11]([C:13]1[N:17]([CH3:18])[N:16]=[C:15]([CH3:19])[CH:14]=1)=[O:12]. The yield is 0.840. (5) The reactants are [NH2:1][C@@H:2]([C@H:5]([CH3:11])[CH2:6][C:7]([F:10])([F:9])[F:8])[CH2:3][OH:4].C(N(CC)CC)C.[Cl:19][C:20]1[S:24][C:23]([S:25](Cl)(=[O:27])=[O:26])=[CH:22][CH:21]=1. The catalyst is C(Cl)Cl. The product is [Cl:19][C:20]1[S:24][C:23]([S:25]([NH:1][C@H:2]([CH2:3][OH:4])[C@H:5]([CH3:11])[CH2:6][C:7]([F:8])([F:9])[F:10])(=[O:27])=[O:26])=[CH:22][CH:21]=1. The yield is 0.964. (6) The reactants are [CH3:1][N:2]([CH3:32])[C:3]([C:5]1[N:26]([CH:27]2[CH2:31][CH2:30][CH2:29][CH2:28]2)[C:8]2[N:9]=[C:10]([NH:13][C:14]3[N:19]=CC(C4CCNCC4)=[CH:16][CH:15]=3)[N:11]=[CH:12][C:7]=2[CH:6]=1)=[O:4].[BH-](O[C:43]([CH3:45])=O)(OC(C)=O)OC(C)=O.[Na+].ClCCl.[CH3:50][C:51]([CH3:53])=O. The catalyst is C(O)(=O)C. The product is [CH3:1][N:2]([CH3:32])[C:3]([C:5]1[N:26]([CH:27]2[CH2:31][CH2:30][CH2:29][CH2:28]2)[C:8]2[N:9]=[C:10]([NH:13][C:14]3[N:19]=[N:9][C:8]([N:26]4[CH2:45][CH2:43][N:2]([CH:51]([CH3:53])[CH3:50])[CH2:3][CH2:5]4)=[CH:16][CH:15]=3)[N:11]=[CH:12][C:7]=2[CH:6]=1)=[O:4]. The yield is 0.700.